From a dataset of Full USPTO retrosynthesis dataset with 1.9M reactions from patents (1976-2016). Predict the reactants needed to synthesize the given product. Given the product [C:25]([C@@H:22]1[CH2:23][CH2:24][C@H:19]([O:18][C:17]2[CH:28]=[CH:29][C:14]([C:12]([NH:11][CH2:10][CH2:9][NH:8][C:6](=[O:7])[C:5]3[CH:4]=[CH:3][C:2]([Cl:1])=[CH:31][CH:30]=3)=[O:13])=[CH:15][CH:16]=2)[CH2:20][CH2:21]1)(=[O:26])[NH2:37], predict the reactants needed to synthesize it. The reactants are: [Cl:1][C:2]1[CH:31]=[CH:30][C:5]([C:6]([NH:8][CH2:9][CH2:10][NH:11][C:12]([C:14]2[CH:29]=[CH:28][C:17]([O:18][C@@H:19]3[CH2:24][CH2:23][C@H:22]([C:25](O)=[O:26])[CH2:21][CH2:20]3)=[CH:16][CH:15]=2)=[O:13])=[O:7])=[CH:4][CH:3]=1.[Cl-].[NH4+].Cl.C([N:37]=C=NCCCN(C)C)C.O.ON1C2C=CC=CC=2N=N1.